This data is from Full USPTO retrosynthesis dataset with 1.9M reactions from patents (1976-2016). The task is: Predict the reactants needed to synthesize the given product. (1) Given the product [CH3:17][O:16][C:12]1[CH:11]=[C:10]([CH:15]=[CH:14][CH:13]=1)[O:9][C:5]1[CH:4]=[C:3]([C:1]#[C:2][C:19]2[CH:24]=[CH:23][C:22]([OH:25])=[CH:21][CH:20]=2)[CH:8]=[CH:7][CH:6]=1, predict the reactants needed to synthesize it. The reactants are: [C:1]([C:3]1[CH:8]=[CH:7][CH:6]=[C:5]([O:9][C:10]2[CH:15]=[CH:14][CH:13]=[C:12]([O:16][CH3:17])[CH:11]=2)[CH:4]=1)#[CH:2].I[C:19]1[CH:24]=[CH:23][C:22]([OH:25])=[CH:21][CH:20]=1.C(N(CC)CC)C. (2) Given the product [Cl:1][C:2]1[CH:3]=[C:4]([C:12]2[S:16][C:15]([N:17]3[C:19]([CH3:20])=[C:22]4[CH2:23][N:24]([C:29]([O:31][C:32]([CH3:34])([CH3:33])[CH3:35])=[O:30])[CH2:25][CH2:26][C:27]4=[N:18]3)=[N:14][N:13]=2)[CH:5]=[CH:6][C:7]=1[O:8][CH:9]([CH3:11])[CH3:10], predict the reactants needed to synthesize it. The reactants are: [Cl:1][C:2]1[CH:3]=[C:4]([C:12]2[S:16][C:15](=[N:17][NH2:18])[NH:14][N:13]=2)[CH:5]=[CH:6][C:7]=1[O:8][CH:9]([CH3:11])[CH3:10].[C:19]([CH:22]1[C:27](=O)[CH2:26][CH2:25][N:24]([C:29]([O:31][C:32]([CH3:35])([CH3:34])[CH3:33])=[O:30])[CH2:23]1)(=O)[CH3:20]. (3) Given the product [Br:28][C:10]1[N:11]([CH2:14][CH:15]2[CH2:20][CH2:19][O:18][CH2:17][CH2:16]2)[C:12]2[C:8]([N:9]=1)=[C:7]([NH2:21])[N:6]=[C:5]([O:4][CH2:3][CH:2]([CH3:22])[CH3:1])[N:13]=2, predict the reactants needed to synthesize it. The reactants are: [CH3:1][CH:2]([CH3:22])[CH2:3][O:4][C:5]1[N:13]=[C:12]2[C:8]([N:9]=[CH:10][N:11]2[CH2:14][CH:15]2[CH2:20][CH2:19][O:18][CH2:17][CH2:16]2)=[C:7]([NH2:21])[N:6]=1.C([O-])(=O)C.[Na+].[Br:28]Br. (4) Given the product [CH3:1][C:2]1[CH2:8][C@H:7]([C@H:9]([C@@H:11]2[C@@:15]3([CH3:32])[CH2:16][CH2:17][C@@H:18]4[C@@:23]5([CH3:30])[C:24]([CH:26]=[CH:27][C@H:28]([OH:29])[C@@:22]65[O:31][C@@H:21]6[CH2:20][C@H:19]4[C@@H:14]3[CH2:13][CH2:12]2)=[O:25])[CH3:10])[O:6][C:4](=[O:5])[C:3]=1[CH2:33][O:34][C:35]([CH3:36])=[O:37], predict the reactants needed to synthesize it. The reactants are: [CH3:1][C:2]1[CH2:8][C@@H:7]([C@H:9]([C@@H:11]2[C@@:15]3([CH3:32])[CH2:16][CH2:17][C@@H:18]4[C@@:23]5([CH3:30])[C:24]([CH:26]=[CH:27][C@H:28]([OH:29])[C@@:22]65[O:31][C@@H:21]6[CH2:20][C@H:19]4[C@@H:14]3[CH2:13][CH2:12]2)=[O:25])[CH3:10])[O:6][C:4](=[O:5])[C:3]=1[CH2:33][OH:34].[C:35](OC(=O)C)(=[O:37])[CH3:36].C(O)C. (5) Given the product [CH2:1]([C:3]1[N:8]=[C:7]([C:9]([OH:11])=[O:10])[C:6]([O:13][CH2:14][CH3:15])=[CH:5][CH:4]=1)[CH3:2], predict the reactants needed to synthesize it. The reactants are: [CH2:1]([C:3]1[N:8]=[C:7]([C:9]([O:11]C)=[O:10])[C:6]([O:13][CH2:14][CH3:15])=[CH:5][CH:4]=1)[CH3:2].[Li+].[OH-].Cl. (6) Given the product [F:20][C:13]1[CH:12]=[C:11]([C@@H:9]([NH:8][C:6](=[O:7])[O:5][C:1]([CH3:2])([CH3:3])[CH3:4])[CH3:10])[CH:19]=[CH:18][C:14]=1[C:15](=[O:17])[NH:21][C@H:22]1[CH2:27][CH2:26][C@H:25]([OH:28])[CH2:24][CH2:23]1, predict the reactants needed to synthesize it. The reactants are: [C:1]([O:5][C:6]([NH:8][C@H:9]([C:11]1[CH:19]=[CH:18][C:14]([C:15]([OH:17])=O)=[C:13]([F:20])[CH:12]=1)[CH3:10])=[O:7])([CH3:4])([CH3:3])[CH3:2].[NH2:21][C@H:22]1[CH2:27][CH2:26][C@H:25]([OH:28])[CH2:24][CH2:23]1.CCN(C(C)C)C(C)C.CN(C(ON1N=NC2C=CC=NC1=2)=[N+](C)C)C.F[P-](F)(F)(F)(F)F.